This data is from Full USPTO retrosynthesis dataset with 1.9M reactions from patents (1976-2016). The task is: Predict the reactants needed to synthesize the given product. (1) Given the product [CH:8]1([N:7]2[C:25](=[O:24])[C:26]([CH3:39])=[C:27]([OH:28])[C:4]([C:3]([O:2][CH3:1])=[O:14])=[C:5]2[CH3:6])[CH2:9][CH2:10][CH2:11][CH2:12][CH2:13]1, predict the reactants needed to synthesize it. The reactants are: [CH3:1][O:2][C:3](=[O:14])[CH:4]=[C:5]([NH:7][CH:8]1[CH2:13][CH2:12][CH2:11][CH2:10][CH2:9]1)[CH3:6].ClC1C=C(Cl)C=C(Cl)C=1[O:24][C:25](=O)[CH:26]([CH3:39])[C:27](OC1C(Cl)=CC(Cl)=CC=1Cl)=[O:28]. (2) The reactants are: [C:1]([N:8]1[CH2:12][C@H:11]([F:13])[CH2:10][C@H:9]1[C:14]([OH:16])=O)([O:3][C:4]([CH3:7])([CH3:6])[CH3:5])=[O:2].[F-].[Na+].[F:19]C1(F)N(C)CCN1C. Given the product [C:1]([N:8]1[CH2:12][C@H:11]([F:13])[CH2:10][C@H:9]1[C:14]([F:19])=[O:16])([O:3][C:4]([CH3:7])([CH3:6])[CH3:5])=[O:2], predict the reactants needed to synthesize it. (3) Given the product [Cl:1][C:2]1[CH:8]=[CH:7][C:5]([NH:6][C:30](=[O:31])[C:29]2[CH:33]=[CH:34][C:26]([S:23]([CH2:22][CH2:21][N:18]3[CH:19]=[N:20][C:16]([CH3:15])=[N:17]3)(=[O:25])=[O:24])=[CH:27][CH:28]=2)=[CH:4][C:3]=1[C:9]1[CH:14]=[CH:13][CH:12]=[CH:11][N:10]=1, predict the reactants needed to synthesize it. The reactants are: [Cl:1][C:2]1[CH:8]=[CH:7][C:5]([NH2:6])=[CH:4][C:3]=1[C:9]1[CH:14]=[CH:13][CH:12]=[CH:11][N:10]=1.[CH3:15][C:16]1[N:20]=[CH:19][N:18]([CH2:21][CH2:22][S:23]([C:26]2[CH:34]=[CH:33][C:29]([C:30](O)=[O:31])=[CH:28][CH:27]=2)(=[O:25])=[O:24])[N:17]=1. (4) Given the product [C:12]1([CH:18]([N:43]2[CH2:48][CH2:47][N:46]([S:8]([C:3]3[CH:4]=[CH:5][CH:6]=[CH:7][C:2]=3[Cl:1])(=[O:10])=[O:9])[CH2:45][CH2:44]2)[CH2:19][CH2:20][N:21]2[CH2:26][CH2:25][CH:24]([N:27]([CH2:41][CH3:42])[C:28](=[O:40])[CH2:29][C:30]3[CH:35]=[CH:34][C:33]([S:36]([CH3:39])(=[O:37])=[O:38])=[CH:32][CH:31]=3)[CH2:23][CH2:22]2)[CH:17]=[CH:16][CH:15]=[CH:14][CH:13]=1, predict the reactants needed to synthesize it. The reactants are: [Cl:1][C:2]1[CH:7]=[CH:6][CH:5]=[CH:4][C:3]=1[S:8](Cl)(=[O:10])=[O:9].[C:12]1([CH:18]([N:43]2[CH2:48][CH2:47][NH:46][CH2:45][CH2:44]2)[CH2:19][CH2:20][N:21]2[CH2:26][CH2:25][CH:24]([N:27]([CH2:41][CH3:42])[C:28](=[O:40])[CH2:29][C:30]3[CH:35]=[CH:34][C:33]([S:36]([CH3:39])(=[O:38])=[O:37])=[CH:32][CH:31]=3)[CH2:23][CH2:22]2)[CH:17]=[CH:16][CH:15]=[CH:14][CH:13]=1.C(N(CC)CC)C. (5) Given the product [CH2:1]([NH:8][CH2:9][CH2:10][CH2:11][NH:12][CH2:13][C:14]1[CH:15]=[CH:16][CH:17]=[CH:18][CH:19]=1)[C:2]1[CH:3]=[CH:4][CH:5]=[CH:6][CH:7]=1, predict the reactants needed to synthesize it. The reactants are: [CH2:1]([NH:8][CH2:9][CH:10](O)[CH2:11][NH:12][CH2:13][C:14]1[CH:19]=[CH:18][CH:17]=[CH:16][CH:15]=1)[C:2]1[CH:7]=[CH:6][CH:5]=[CH:4][CH:3]=1.NCCCN.[O-]S([O-])(=O)=O.[Na+].[Na+].C(=O)C1C=CC=CC=1.[BH4-].[Na+].C(N(CC1C=CC=CC=1)CCCN)C1C=CC=CC=1. (6) Given the product [CH3:3][CH:2]([C:4]1[N:8]([CH2:9][CH2:10][C@@H:11]([OH:19])[CH2:12][C@@H:13]([OH:18])[CH2:14][C:15]([O-:17])=[O:16])[C:7]([C:20]2[CH:21]=[CH:22][C:23]([F:26])=[CH:24][CH:25]=2)=[C:6]([C:27]2[CH:28]=[CH:29][CH:30]=[CH:31][CH:32]=2)[C:5]=1[C:33]([NH:35][C:36]1[CH:37]=[CH:38][CH:39]=[CH:40][CH:41]=1)=[O:34])[CH3:1].[CH3:3][CH:2]([C:4]1[N:8]([CH2:9][CH2:10][C@@H:11]([OH:19])[CH2:12][C@@H:13]([OH:18])[CH2:14][C:15]([O-:17])=[O:16])[C:7]([C:20]2[CH:21]=[CH:22][C:23]([F:26])=[CH:24][CH:25]=2)=[C:6]([C:27]2[CH:28]=[CH:29][CH:30]=[CH:31][CH:32]=2)[C:5]=1[C:33]([NH:35][C:36]1[CH:37]=[CH:38][CH:39]=[CH:40][CH:41]=1)=[O:34])[CH3:1].[Ca+2:49], predict the reactants needed to synthesize it. The reactants are: [CH3:1][CH:2]([C:4]1[N:8]([CH2:9][CH2:10][C@@H:11]([OH:19])[CH2:12][C@@H:13]([OH:18])[CH2:14][C:15]([O-:17])=[O:16])[C:7]([C:20]2[CH:25]=[CH:24][C:23]([F:26])=[CH:22][CH:21]=2)=[C:6]([C:27]2[CH:32]=[CH:31][CH:30]=[CH:29][CH:28]=2)[C:5]=1[C:33]([NH:35][C:36]1[CH:41]=[CH:40][CH:39]=[CH:38][CH:37]=1)=[O:34])[CH3:3].[Na+].Cl.O.C([O-])(=O)C.[Ca+2:49].C([O-])(=O)C.[Ca+2].C([O-])(=O)C.C([O-])(=O)C. (7) The reactants are: [CH3:1][C:2]1[CH:16]=[CH:15][C:5]([C:6]([NH:8][C:9]2[N:13]([CH3:14])[N:12]=[CH:11][CH:10]=2)=[O:7])=[CH:4][C:3]=1B1OC(C)(C)C(C)(C)O1.Cl[C:27]1[CH:28]=[C:29]2[C:34](=[CH:35][CH:36]=1)[C:33]([C:37]1([C:40]([F:43])([F:42])[F:41])[CH2:39][CH2:38]1)=[N:32][N:31]=[CH:30]2. Given the product [CH3:1][C:2]1[CH:16]=[CH:15][C:5]([C:6]([NH:8][C:9]2[N:13]([CH3:14])[N:12]=[CH:11][CH:10]=2)=[O:7])=[CH:4][C:3]=1[C:27]1[CH:28]=[C:29]2[C:34](=[CH:35][CH:36]=1)[C:33]([C:37]1([C:40]([F:43])([F:42])[F:41])[CH2:39][CH2:38]1)=[N:32][N:31]=[CH:30]2, predict the reactants needed to synthesize it. (8) Given the product [CH3:2][O:3][CH2:4][CH2:5][N:6]([CH2:34][CH2:35][O:36][CH3:37])[C:7]1[CH:8]=[CH:9][C:10]2[C:19]([CH:20]=1)=[S+:18][C:17]1[C:12](=[CH:13][CH:14]=[C:15]([N:21]3[CH2:26][CH2:25][NH:24][CH2:23][CH2:22]3)[CH:16]=1)[N:11]=2.[F:38][C:39]([F:44])([F:43])[C:40]([O-:42])=[O:41], predict the reactants needed to synthesize it. The reactants are: [I-].[CH3:2][O:3][CH2:4][CH2:5][N:6]([CH2:34][CH2:35][O:36][CH3:37])[C:7]1[CH:8]=[CH:9][C:10]2[C:19]([CH:20]=1)=[S+:18][C:17]1[C:12](=[CH:13][CH:14]=[C:15]([N:21]3[CH2:26][CH2:25][N:24](C(OC(C)(C)C)=O)[CH2:23][CH2:22]3)[CH:16]=1)[N:11]=2.[F:38][C:39]([F:44])([F:43])[C:40]([OH:42])=[O:41].